Dataset: Full USPTO retrosynthesis dataset with 1.9M reactions from patents (1976-2016). Task: Predict the reactants needed to synthesize the given product. (1) Given the product [CH:18]1[C:19]2[C:14](=[CH:13][CH:12]=[CH:11][CH:10]=2)[CH:15]=[CH:16][C:17]=1[C:2]1[C:7]([CH3:8])=[N:6][C:5]([CH3:9])=[CH:4][N:3]=1, predict the reactants needed to synthesize it. The reactants are: Cl[C:2]1[C:7]([CH3:8])=[N:6][C:5]([CH3:9])=[CH:4][N:3]=1.[CH:10]1[C:19]2[C:14](=[CH:15][CH:16]=[CH:17][CH:18]=2)[CH:13]=[CH:12][C:11]=1B(O)O.C(=O)([O-])[O-].[Na+].[Na+]. (2) Given the product [C:1]([O:5][C:6]([N:8]1[CH2:12][CH2:11][CH:10]([O:13][C:25](=[O:26])[CH3:24])[CH:9]1[CH2:14][C:15]1[C:23]2[C:18](=[N:19][CH:20]=[CH:21][CH:22]=2)[NH:17][CH:16]=1)=[O:7])([CH3:4])([CH3:2])[CH3:3], predict the reactants needed to synthesize it. The reactants are: [C:1]([O:5][C:6]([N:8]1[CH2:12][CH2:11][CH:10]([OH:13])[CH:9]1[CH2:14][C:15]1[C:23]2[C:18](=[N:19][CH:20]=[CH:21][CH:22]=2)[NH:17][CH:16]=1)=[O:7])([CH3:4])([CH3:3])[CH3:2].[CH3:24][C:25](OC(C)=O)=[O:26]. (3) Given the product [Cl:1][C:2]1[CH:3]=[CH:4][C:5]2[N:11]([CH2:12][C:13]3[CH:18]=[CH:17][C:16]([O:19][CH3:20])=[CH:15][C:14]=3[O:21][CH3:22])[C:10](=[O:23])[C@@H:9]([CH2:24][C:25]([NH2:40])=[O:26])[O:8][C@H:7]([C:28]3[CH:33]=[CH:32][CH:31]=[C:30]([O:34][CH3:35])[C:29]=3[O:36][CH3:37])[C:6]=2[CH:38]=1, predict the reactants needed to synthesize it. The reactants are: [Cl:1][C:2]1[CH:3]=[CH:4][C:5]2[N:11]([CH2:12][C:13]3[CH:18]=[CH:17][C:16]([O:19][CH3:20])=[CH:15][C:14]=3[O:21][CH3:22])[C:10](=[O:23])[C@@H:9]([CH2:24][C:25](O)=[O:26])[O:8][C@H:7]([C:28]3[CH:33]=[CH:32][CH:31]=[C:30]([O:34][CH3:35])[C:29]=3[O:36][CH3:37])[C:6]=2[CH:38]=1.C[N:40]1CCOCC1.ClC(OCC)=O.N. (4) The reactants are: ClC1C=C2C(CC(=O)N2)=CC=1.ClC1C=C(C=CC=1[F:21])C=O.[Cl:22][C:23]1[CH:31]=[C:30]2[C:26](/[C:27](=[CH:33]/[C:34]3[CH:39]=[CH:38][C:37](F)=[C:36]([Cl:41])[CH:35]=3)/[C:28](=[O:32])[NH:29]2)=[CH:25][CH:24]=1. Given the product [Cl:22][C:23]1[CH:31]=[C:30]2[C:26](/[C:27](=[CH:33]/[C:34]3[CH:39]=[CH:38][CH:37]=[C:36]([Cl:41])[C:35]=3[F:21])/[C:28](=[O:32])[NH:29]2)=[CH:25][CH:24]=1, predict the reactants needed to synthesize it.